This data is from Forward reaction prediction with 1.9M reactions from USPTO patents (1976-2016). The task is: Predict the product of the given reaction. (1) The product is: [CH2:20]([NH:27][S:16]([C:14]1[S:15][C:11]([C:5]2[CH:4]=[C:3]([CH2:1][CH3:2])[C:8](=[O:9])[NH:7][C:6]=2[CH3:10])=[CH:12][CH:13]=1)(=[O:18])=[O:17])[C:21]1[CH:26]=[CH:25][CH:24]=[CH:23][CH:22]=1. Given the reactants [CH2:1]([C:3]1[C:8](=[O:9])[NH:7][C:6]([CH3:10])=[C:5]([C:11]2[S:15][C:14]([S:16](Cl)(=[O:18])=[O:17])=[CH:13][CH:12]=2)[CH:4]=1)[CH3:2].[CH2:20]([NH2:27])[C:21]1[CH:26]=[CH:25][CH:24]=[CH:23][CH:22]=1, predict the reaction product. (2) Given the reactants Cl[C:2]1[CH:7]=[CH:6][C:5](/[CH:8]=[CH:9]/[C:10]([O:12][CH3:13])=[O:11])=[CH:4][C:3]=1[N+:14]([O-:16])=[O:15].[NH3:17], predict the reaction product. The product is: [NH2:17][C:2]1[CH:7]=[CH:6][C:5](/[CH:8]=[CH:9]/[C:10]([O:12][CH3:13])=[O:11])=[CH:4][C:3]=1[N+:14]([O-:16])=[O:15]. (3) Given the reactants [F:1][C:2]1[CH:3]=[C:4]([CH:15]([CH3:20])[C:16]([O:18][CH3:19])=[O:17])[CH:5]=[CH:6][C:7]=1[C:8]1[CH:13]=[CH:12][CH:11]=[C:10]([OH:14])[CH:9]=1.[C:21]1([CH2:27][CH2:28][CH2:29][N:30]=[C:31]=[O:32])[CH:26]=[CH:25][CH:24]=[CH:23][CH:22]=1, predict the reaction product. The product is: [F:1][C:2]1[CH:3]=[C:4]([CH:15]([CH3:20])[C:16]([O:18][CH3:19])=[O:17])[CH:5]=[CH:6][C:7]=1[C:8]1[CH:13]=[CH:12][CH:11]=[C:10]([O:14][C:31](=[O:32])[NH:30][CH2:29][CH2:28][CH2:27][C:21]2[CH:26]=[CH:25][CH:24]=[CH:23][CH:22]=2)[CH:9]=1.